The task is: Predict the product of the given reaction.. This data is from Forward reaction prediction with 1.9M reactions from USPTO patents (1976-2016). (1) Given the reactants CN(C)[CH:3]=[C:4]([N:9]=[CH:10]N(C)C)[C:5]([O:7][CH3:8])=[O:6].[CH3:15][N:16]1[CH:20]=[CH:19][CH:18]=[CH:17]1, predict the reaction product. The product is: [CH3:15][N:16]1[C:20]2[CH:3]=[C:4]([C:5]([O:7][CH3:8])=[O:6])[N:9]=[CH:10][C:19]=2[CH:18]=[CH:17]1. (2) Given the reactants [CH:1]([C:3]1[CH:11]=[CH:10][C:6]2=[N:7][O:8][N:9]=[C:5]2[CH:4]=1)=[CH2:2].C1C=C(Cl)C=C(C(OO)=[O:20])C=1, predict the reaction product. The product is: [O:20]1[CH2:2][CH:1]1[C:3]1[CH:11]=[CH:10][C:6]2=[N:7][O:8][N:9]=[C:5]2[CH:4]=1.